This data is from Full USPTO retrosynthesis dataset with 1.9M reactions from patents (1976-2016). The task is: Predict the reactants needed to synthesize the given product. (1) Given the product [F:14][C:10]1[C:9]([N+:15]([O-:17])=[O:16])=[C:8]([NH:24][C:18]2[CH:23]=[CH:22][CH:21]=[CH:20][CH:19]=2)[CH:13]=[CH:12][CH:11]=1, predict the reactants needed to synthesize it. The reactants are: CC(C)([O-])C.[Na+].F[C:8]1[CH:13]=[CH:12][CH:11]=[C:10]([F:14])[C:9]=1[N+:15]([O-:17])=[O:16].[C:18]1([NH2:24])[CH:23]=[CH:22][CH:21]=[CH:20][CH:19]=1.[NH4+].[Cl-]. (2) Given the product [CH2:1]([N:8]1[CH:12]=[C:11]([C:13]2[CH:18]=[C:17]([F:19])[CH:16]=[CH:15][C:14]=2[F:20])[N:10]=[C:9]1[C@@H:21]([CH:47]1[CH2:52][CH2:51][O:50][CH2:49][CH2:48]1)[N:22]([CH2:30][C@H:31]1[C@@H:35]([F:36])[CH2:34][NH:33][CH2:32]1)[C:23]([NH:25][C@@H:26]([CH3:29])[CH2:27][OH:28])=[O:24])[C:2]1[CH:7]=[CH:6][CH:5]=[CH:4][CH:3]=1, predict the reactants needed to synthesize it. The reactants are: [CH2:1]([N:8]1[CH:12]=[C:11]([C:13]2[CH:18]=[C:17]([F:19])[CH:16]=[CH:15][C:14]=2[F:20])[N:10]=[C:9]1[C@@H:21]([CH:47]1[CH2:52][CH2:51][O:50][CH2:49][CH2:48]1)[N:22]([CH2:30][C@H:31]1[C@@H:35]([F:36])[CH2:34][N:33](C(OCC2C=CC=CC=2)=O)[CH2:32]1)[C:23]([NH:25][C@@H:26]([CH3:29])[CH2:27][OH:28])=[O:24])[C:2]1[CH:7]=[CH:6][CH:5]=[CH:4][CH:3]=1.C([O-])=O.[NH4+]. (3) Given the product [NH2:45][C:41]1[CH:40]=[C:39]([N:46]2[CH2:51][CH2:50][N:49]([C:13]([NH:11][C@H:6]3[CH2:7][CH2:8][CH2:9][CH2:10][N:4]([C:1](=[O:3])[CH3:2])[CH2:5]3)=[O:14])[CH2:48][CH2:47]2)[C:38]2[C:43](=[CH:44][C:35]([Cl:34])=[CH:36][CH:37]=2)[N:42]=1, predict the reactants needed to synthesize it. The reactants are: [C:1]([N:4]1[CH2:10][CH2:9][CH2:8][CH2:7][C@@H:6]([NH2:11])[CH2:5]1)(=[O:3])[CH3:2].Cl[C:13](OC1C=CC([N+]([O-])=O)=CC=1)=[O:14].C(N(C(C)C)CC)(C)C.[Cl:34][C:35]1[CH:44]=[C:43]2[C:38]([C:39]([N:46]3[CH2:51][CH2:50][NH:49][CH2:48][CH2:47]3)=[CH:40][C:41]([NH2:45])=[N:42]2)=[CH:37][CH:36]=1. (4) The reactants are: [N:1]([C:4]1[CH:9]=[CH:8][C:7]([O:10][C:11]([F:14])([F:13])[F:12])=[CH:6][CH:5]=1)=[C:2]=[O:3].[N+:15]([C:18]1[CH:23]=[CH:22][C:21]([N:24]2[CH2:29][CH2:28][CH2:27][CH:26]([NH:30][C@@H:31]3[CH2:36][CH2:35][CH2:34][CH2:33][C@H:32]3[NH2:37])[CH2:25]2)=[CH:20][CH:19]=1)([O-:17])=[O:16]. Given the product [N+:15]([C:18]1[CH:19]=[CH:20][C:21]([N:24]2[CH2:29][CH2:28][CH2:27][C@H:26]([NH:30][C@@H:31]3[CH2:36][CH2:35][CH2:34][CH2:33][C@H:32]3[NH:37][C:2]([NH:1][C:4]3[CH:9]=[CH:8][C:7]([O:10][C:11]([F:12])([F:13])[F:14])=[CH:6][CH:5]=3)=[O:3])[CH2:25]2)=[CH:22][CH:23]=1)([O-:17])=[O:16], predict the reactants needed to synthesize it.